This data is from Reaction yield outcomes from USPTO patents with 853,638 reactions. The task is: Predict the reaction yield, written as a fraction of the theoretical maximum amount of product (1.0 means a 100% yield; for example, 0.34 means a 34% yield). The product is [O:22]=[C:2]1[C:3]2([C:21]3[C:12](=[CH:13][C:14]4[O:19][CH2:18][CH2:17][O:16][C:15]=4[CH:20]=3)[O:11][CH2:10]2)[C:4]2[C:9](=[CH:8][CH:7]=[CH:6][CH:5]=2)[N:1]1[C:30]([O:32][C:33]([CH3:36])([CH3:35])[CH3:34])=[O:31]. The catalyst is CN(C)C1C=CN=CC=1.CN(C)C=O.C(OCC)(=O)C. The reactants are [NH:1]1[C:9]2[C:4](=[CH:5][CH:6]=[CH:7][CH:8]=2)[C:3]2([C:21]3[C:12](=[CH:13][C:14]4[O:19][CH2:18][CH2:17][O:16][C:15]=4[CH:20]=3)[O:11][CH2:10]2)[C:2]1=[O:22].C(N(CC)CC)C.[C:30](O[C:30]([O:32][C:33]([CH3:36])([CH3:35])[CH3:34])=[O:31])([O:32][C:33]([CH3:36])([CH3:35])[CH3:34])=[O:31]. The yield is 0.790.